From a dataset of Reaction yield outcomes from USPTO patents with 853,638 reactions. Predict the reaction yield, written as a fraction of the theoretical maximum amount of product (1.0 means a 100% yield; for example, 0.34 means a 34% yield). (1) The reactants are [CH3:1][CH2:2][O:3][C:4]([C:6]1[S:10][C:9]2[CH:11]=[C:12]([C:15](O)=[O:16])[CH:13]=[CH:14][C:8]=2[CH:7]=1)=[O:5]. The catalyst is C1COCC1. The product is [CH2:2]([O:3][C:4]([C:6]1[S:10][C:9]2[CH:11]=[C:12]([CH2:15][OH:16])[CH:13]=[CH:14][C:8]=2[CH:7]=1)=[O:5])[CH3:1]. The yield is 0.870. (2) The reactants are [S:1]1[C:5]2[CH:6]=[CH:7][C:8]([NH:10][C:11]3[C:20]4[C:15](=[CH:16][CH:17]=[C:18]([S:21]([C:24]([CH3:30])([CH3:29])[C:25]([O:27]C)=[O:26])(=[O:23])=[O:22])[CH:19]=4)[N:14]=[CH:13][CH:12]=3)=[CH:9][C:4]=2[N:3]=[CH:2]1.[Li+].[OH-].C1COCC1.O. The catalyst is CN(C=O)C.CO. The product is [S:1]1[C:5]2[CH:6]=[CH:7][C:8]([NH:10][C:11]3[C:20]4[C:15](=[CH:16][CH:17]=[C:18]([S:21]([C:24]([CH3:30])([CH3:29])[C:25]([OH:27])=[O:26])(=[O:23])=[O:22])[CH:19]=4)[N:14]=[CH:13][CH:12]=3)=[CH:9][C:4]=2[N:3]=[CH:2]1. The yield is 1.00. (3) The reactants are ClC1C(F)=CC=CC=1CN[C:6](=O)[N:7]([C@H:9]([CH2:15][O:16][C:17](=[O:29])[NH:18][C:19]1[N:20]=[CH:21][C:22]2[C:27]([CH:28]=1)=[CH:26][CH:25]=[CH:24][CH:23]=2)[CH2:10][CH2:11][C:12]([O-:14])=O)[CH3:8].[Li+].CN(C(ON1N=N[C:47]2[CH:48]=[CH:49][CH:50]=[CH:51][C:46]1=2)=[N+](C)C)C.[F:54][P-](F)(F)(F)(F)F.[ClH:61].Cl.[CH3:63][C:64]1[NH:65][C:66]2[CH2:71][CH2:70][NH:69][CH2:68][C:67]=2[N:72]=1. The catalyst is CN(C=O)C. The product is [CH:21]1[C:22]2[C:27](=[CH:26][CH:25]=[CH:24][CH:23]=2)[CH:28]=[C:19]([NH:18][C:17](=[O:29])[O:16][CH2:15][C@@H:9]([N:7]([CH2:6][C:50]2[CH:49]=[CH:48][CH:47]=[C:46]([F:54])[C:51]=2[Cl:61])[CH3:8])[CH2:10][CH2:11][C:12]([N:69]2[CH2:70][CH2:71][C:66]3[NH:65][C:64]([CH3:63])=[N:72][C:67]=3[CH2:68]2)=[O:14])[N:20]=1. The yield is 0.680.